This data is from Reaction yield outcomes from USPTO patents with 853,638 reactions. The task is: Predict the reaction yield, written as a fraction of the theoretical maximum amount of product (1.0 means a 100% yield; for example, 0.34 means a 34% yield). (1) The product is [Cl:26][C:3]1[CH:4]=[C:5]([O:6][CH2:7][C:8]2[C:9]([C:16]3[C:21]([Cl:22])=[CH:20][CH:19]=[CH:18][C:17]=3[Cl:23])=[N:10][O:11][C:12]=2[CH:13]2[CH2:15][CH2:14]2)[CH:24]=[CH:25][C:2]=1[C:33]1([OH:32])[CH2:34][CH:35]([C:37]2[CH:38]=[C:39]([CH:44]=[CH:45][CH:46]=2)[C:40]([O:42][CH3:43])=[O:41])[CH2:36]1. The catalyst is C1COCC1. The yield is 0.190. The reactants are Br[C:2]1[CH:25]=[CH:24][C:5]([O:6][CH2:7][C:8]2[C:9]([C:16]3[C:21]([Cl:22])=[CH:20][CH:19]=[CH:18][C:17]=3[Cl:23])=[N:10][O:11][C:12]=2[CH:13]2[CH2:15][CH2:14]2)=[CH:4][C:3]=1[Cl:26].[Li]CCCC.[O:32]=[C:33]1[CH2:36][CH:35]([C:37]2[CH:38]=[C:39]([CH:44]=[CH:45][CH:46]=2)[C:40]([O:42][CH3:43])=[O:41])[CH2:34]1.CC(=O)OCC. (2) The reactants are [Br:1][C:2]1[N:7]=[C:6]([NH:8]C(C)(C)C)[CH:5]=[CH:4][C:3]=1[F:13]. The catalyst is ClCCCl.C(O)(C(F)(F)F)=O. The product is [Br:1][C:2]1[N:7]=[C:6]([NH2:8])[CH:5]=[CH:4][C:3]=1[F:13]. The yield is 0.710. (3) The reactants are [N+]([O-])(O)=O.[F:5][C:6]1[CH:7]=[C:8]([NH:18][C:19]([NH2:21])=[NH:20])[CH:9]=[CH:10][C:11]=1[N:12]1[CH:16]=[C:15]([CH3:17])[N:14]=[CH:13]1.[CH3:22][CH:23]([CH3:34])[C:24](=O)[CH2:25][C:26](=O)[C:27]([O:29][CH2:30][CH3:31])=[O:28].C(=O)([O-])[O-].[K+].[K+]. The catalyst is C(O)C.C(OCC)(=O)C. The product is [F:5][C:6]1[CH:7]=[C:8]([NH:18][C:19]2[N:21]=[C:26]([C:27]([O:29][CH2:30][CH3:31])=[O:28])[CH:25]=[C:24]([CH:23]([CH3:22])[CH3:34])[N:20]=2)[CH:9]=[CH:10][C:11]=1[N:12]1[CH:16]=[C:15]([CH3:17])[N:14]=[CH:13]1. The yield is 0.200. (4) The reactants are CS([C:5]1[N:6]=[C:7]([C:22]2[CH:27]=[CH:26][CH:25]=[CH:24][CH:23]=2)[C:8]2[CH:14]=[CH:13][C:12](=[O:15])[N:11]([C:16]3[CH:21]=[CH:20][CH:19]=[CH:18][CH:17]=3)[C:9]=2[N:10]=1)(=O)=O.CN1C(=O)CCC1.[CH2:35]([N:37]([CH2:41][CH3:42])[CH2:38][CH2:39][NH2:40])[CH3:36].O. The catalyst is CCOC(C)=O. The product is [CH2:35]([N:37]([CH2:41][CH3:42])[CH2:38][CH2:39][NH:40][C:5]1[N:6]=[C:7]([C:22]2[CH:23]=[CH:24][CH:25]=[CH:26][CH:27]=2)[C:8]2[CH:14]=[CH:13][C:12](=[O:15])[N:11]([C:16]3[CH:21]=[CH:20][CH:19]=[CH:18][CH:17]=3)[C:9]=2[N:10]=1)[CH3:36]. The yield is 0.890. (5) The product is [CH3:14][N:13]1[C:6]2[C:5]([O:4][C:3]3[CH:15]=[CH:16][C:17]([NH2:19])=[CH:18][C:2]=3[F:1])=[N:10][CH:9]=[N:8][C:7]=2[CH:11]=[CH:12]1. The reactants are [F:1][C:2]1[CH:18]=[C:17]([N+:19]([O-])=O)[CH:16]=[CH:15][C:3]=1[O:4][C:5]1[C:6]2[N:13]([CH3:14])[CH:12]=[CH:11][C:7]=2[N:8]=[CH:9][N:10]=1. The yield is 0.530. The catalyst is CC(O)=O.C(Cl)Cl.[Fe].